From a dataset of Experimentally validated miRNA-target interactions with 360,000+ pairs, plus equal number of negative samples. Binary Classification. Given a miRNA mature sequence and a target amino acid sequence, predict their likelihood of interaction. (1) The protein sequence of the target gene is MISSKPRLVVPYGLKTLLEGISRAVLKTNPSNINQFAAAYFQELTMYRGNTTMDIKDLVKQFHQIKVEKWSEGTTPQKKLECLKEPGKTSVESKVPTQMEKSTDTDEDNVTRTEYSDKTTQFPSVYAVPGTEQTEAVGGLSSKPATPKTTTPPSSPPPTAVSPEFAYVPADPAQLAAQMLGKVSSIHSDQSDVLMVDVATSMPVVIKEVPSSEAAEDVMVAAPLVCSGKVLEVQVVNQTSVHVDLGSQPKENEAEPSTASSVPLQDEQEPPAYDQAPEVTLQADIEVMSTVHISSVYNDV.... The miRNA is hsa-miR-6853-3p with sequence UGUUCAUUGGAACCCUGCGCAG. Result: 0 (no interaction). (2) The miRNA is rno-miR-23a-3p with sequence AUCACAUUGCCAGGGAUUUCC. The protein sequence of the target gene is MVPAAGALLWVLLLNLGPRAAGAQGLTQTPTEMQRVSLRFGGPMTRSYRSTARTGLPRKTRIILEDENDAMADADRLAGPAAAELLAATVSTGFSRSSAINEEDGSSEEGVVINAGKDSTSRELPSATPNTAGSSSTRFIANSQEPEIRLTSSLPRSPGRSTEDLPGSQATLSQWSTPGSTPSRWPSPSPTAMPSPEDLRLVLMPWGPWHCHCKSGTMSRSRSGKLHGLSGRLRVGALSQLRTEHKPCTYQQCPCNRLREECPLDTSLCTDTNCASQSTTSTRTTTTPFPTIHLRSSPSL.... Result: 0 (no interaction).